This data is from Reaction yield outcomes from USPTO patents with 853,638 reactions. The task is: Predict the reaction yield, written as a fraction of the theoretical maximum amount of product (1.0 means a 100% yield; for example, 0.34 means a 34% yield). (1) The reactants are [Br:1][C:2]1[CH:7]=[CH:6][C:5]([NH:8][C:9]2[C:10]([C:17]([OH:19])=O)=[CH:11][N:12]([CH3:16])[C:13](=[O:15])[CH:14]=2)=[C:4]([F:20])[CH:3]=1.CCN=C=NCCCN(C)C.C1C=CC2N(O)N=NC=2C=1.[CH:42]1([CH2:45][O:46][NH2:47])[CH2:44][CH2:43]1.CCN(CC)CC. The catalyst is CN(C=O)C.CCOC(C)=O. The product is [CH:42]1([CH2:45][O:46][NH:47][C:17]([C:10]2[C:9]([NH:8][C:5]3[CH:6]=[CH:7][C:2]([Br:1])=[CH:3][C:4]=3[F:20])=[CH:14][C:13](=[O:15])[N:12]([CH3:16])[CH:11]=2)=[O:19])[CH2:44][CH2:43]1. The yield is 0.890. (2) The reactants are F[C:2]1[CH:9]=[CH:8][C:5]([CH:6]=[O:7])=[CH:4][C:3]=1[O:10][CH3:11].[F:12][C:13]([F:22])([F:21])[C:14]1[CH:15]=[C:16]([OH:20])[CH:17]=[CH:18][CH:19]=1.C([O-])([O-])=O.[K+].[K+]. The catalyst is CN(C=O)C. The product is [CH3:11][O:10][C:3]1[CH:4]=[C:5]([CH:8]=[CH:9][C:2]=1[O:20][C:16]1[CH:17]=[CH:18][CH:19]=[C:14]([C:13]([F:12])([F:21])[F:22])[CH:15]=1)[CH:6]=[O:7]. The yield is 0.840. (3) The reactants are [NH2:1][N:2]1[C:10]2[C:6]([N:7]3[N:13]([CH2:14][CH:15]4[CH2:17][CH2:16]4)[C:12](=[O:18])[N:11]([CH2:19][CH2:20][N:21]4[CH:25]=[C:24]([C:26](O)=[O:27])[CH:23]=[N:22]4)[CH:8]3[N:9]=2)=[C:5]([C:29]2[O:30][CH:31]=[CH:32][CH:33]=2)[N:4]=[CH:3]1.S(Cl)(Cl)=O.[CH:38]1([NH2:41])[CH2:40][CH2:39]1. No catalyst specified. The product is [NH2:1][N:2]1[C:10]2[C:6]([N:7]3[N:13]([CH2:14][CH:15]4[CH2:17][CH2:16]4)[C:12](=[O:18])[N:11]([CH2:19][CH2:20][N:21]4[CH:25]=[C:24]([C:26]([NH:41][CH:38]5[CH2:40][CH2:39]5)=[O:27])[CH:23]=[N:22]4)[CH:8]3[N:9]=2)=[C:5]([C:29]2[O:30][CH:31]=[CH:32][CH:33]=2)[N:4]=[CH:3]1. The yield is 0.0900. (4) The reactants are [C:1]([O:5][C:6]([N:8]1[CH2:12][C:11](=[CH2:13])[CH2:10][C@H:9]1[C:14]([OH:16])=[O:15])=[O:7])([CH3:4])([CH3:3])[CH3:2].[C:17](=O)([O-])[O-].[K+].[K+].CI. The catalyst is CN(C=O)C. The product is [CH2:13]=[C:11]1[CH2:12][N:8]([C:6]([O:5][C:1]([CH3:4])([CH3:2])[CH3:3])=[O:7])[C@H:9]([C:14]([O:16][CH3:17])=[O:15])[CH2:10]1. The yield is 1.00. (5) The product is [C:1]([N:9]1[CH2:22][CH2:21][C:20]2[C:19]3[C:18]([C:41]4[CH:46]=[CH:45][CH:44]=[CH:43][C:42]=4[C:47]([F:50])([F:49])[F:48])=[CH:17][CH:16]=[CH:15][C:14]=3[NH:13][C:12]=2[CH2:11][CH2:10]1)(=[O:8])[C:2]1[CH:3]=[CH:4][CH:5]=[CH:6][CH:7]=1. The catalyst is O1CCOCC1.[Pd].[Pd].C(=CC(C=CC1C=CC=CC=1)=O)C1C=CC=CC=1.C(=CC(C=CC1C=CC=CC=1)=O)C1C=CC=CC=1.C(=CC(C=CC1C=CC=CC=1)=O)C1C=CC=CC=1. The reactants are [C:1]([N:9]1[CH2:22][CH2:21][C:20]2[C:19]3[C:18](B4OC(C)(C)C(C)(C)O4)=[CH:17][CH:16]=[CH:15][C:14]=3[NH:13][C:12]=2[CH2:11][CH2:10]1)(=[O:8])[C:2]1[CH:7]=[CH:6][CH:5]=[CH:4][CH:3]=1.P([O-])([O-])([O-])=O.[K+].[K+].[K+].Br[C:41]1[CH:46]=[CH:45][CH:44]=[CH:43][C:42]=1[C:47]([F:50])([F:49])[F:48].COP(OC)OC. The yield is 0.950. (6) The reactants are FC1C([O:8][C:9]([C:11]2[CH:12]=[N:13][C:14]3[C:19]([C:20]=2[NH:21][CH2:22][C:23]2[CH:28]=[CH:27][C:26]([O:29][CH3:30])=[C:25]([Cl:31])[CH:24]=2)=[CH:18][C:17]([C:32]#[N:33])=[CH:16][CH:15]=3)=O)=C(F)C(F)=C(F)C=1F.[BH4-].[Na+]. The catalyst is CN(C=O)C. The product is [Cl:31][C:25]1[CH:24]=[C:23]([CH2:22][NH:21][C:20]2[C:19]3[C:14](=[CH:15][CH:16]=[C:17]([C:32]#[N:33])[CH:18]=3)[N:13]=[CH:12][C:11]=2[CH2:9][OH:8])[CH:28]=[CH:27][C:26]=1[O:29][CH3:30]. The yield is 0.250. (7) The reactants are Cl[C:2]1[CH:7]=[CH:6][CH:5]=[C:4]([CH3:8])[N:3]=1.C([O-])([O-])=O.[K+].[K+].[CH2:15]([SH:22])[C:16]1[CH:21]=[CH:20][CH:19]=[CH:18][CH:17]=1. The catalyst is CS(C)=O. The product is [CH2:15]([S:22][C:2]1[CH:7]=[CH:6][CH:5]=[C:4]([CH3:8])[N:3]=1)[C:16]1[CH:21]=[CH:20][CH:19]=[CH:18][CH:17]=1. The yield is 0.470.